From a dataset of Full USPTO retrosynthesis dataset with 1.9M reactions from patents (1976-2016). Predict the reactants needed to synthesize the given product. (1) Given the product [Br:1][C:2]1[CH:3]=[C:4]([C:10]([CH3:14])([CH3:13])[CH:11]=[O:28])[CH:5]=[CH:6][C:7]=1[O:8][CH3:9], predict the reactants needed to synthesize it. The reactants are: [Br:1][C:2]1[CH:3]=[C:4]([C:10]([CH3:14])([CH3:13])[C:11]#N)[CH:5]=[CH:6][C:7]=1[O:8][CH3:9].CC(C[AlH]CC(C)C)C.Cl.C1C[O:28]CC1. (2) Given the product [Cl:1][C:2]1[CH:3]=[C:4]([C:8]2[N:13]=[C:12]3[CH2:14][CH2:15][CH2:16][C:11]3=[C:10]([S:17]([C:20]3[CH:25]=[CH:24][C:23]([CH2:26][C:27]([NH2:31])=[O:29])=[CH:22][CH:21]=3)(=[O:19])=[O:18])[CH:9]=2)[CH:5]=[CH:6][CH:7]=1, predict the reactants needed to synthesize it. The reactants are: [Cl:1][C:2]1[CH:3]=[C:4]([C:8]2[N:13]=[C:12]3[CH2:14][CH2:15][CH2:16][C:11]3=[C:10]([S:17]([C:20]3[CH:25]=[CH:24][C:23]([CH2:26][C:27]([O:29]C)=O)=[CH:22][CH:21]=3)(=[O:19])=[O:18])[CH:9]=2)[CH:5]=[CH:6][CH:7]=1.[NH3:31]. (3) The reactants are: [CH3:1][C:2]1[N:7]=[CH:6][C:5]([C:8]2[CH:13]=[CH:12][N:11]=[C:10]([NH:14][C:15]3[CH:20]=[CH:19][N:18]=[C:17]([CH3:21])[N:16]=3)[CH:9]=2)=[CH:4][C:3]=1[C:22]([OH:24])=O.C(Cl)Cl.CCN(C(C)C)C(C)C.CN(C(ON1N=[N:52][C:47]2[CH:48]=[CH:49][CH:50]=CC1=2)=[N+](C)C)C.[B-](F)(F)(F)F.C1(CN)CC1. Given the product [CH:48]1([CH2:47][NH:52][C:22]([C:3]2[CH:4]=[C:5]([C:8]3[CH:13]=[CH:12][N:11]=[C:10]([NH:14][C:15]4[CH:20]=[CH:19][N:18]=[C:17]([CH3:21])[N:16]=4)[CH:9]=3)[CH:6]=[N:7][C:2]=2[CH3:1])=[O:24])[CH2:50][CH2:49]1, predict the reactants needed to synthesize it. (4) The reactants are: [Cr](Cl)([O-])(=O)=O.[NH+]1C=CC=CC=1.[CH3:12][O:13][C:14]1[CH:19]=[CH:18][C:17]([CH:20]([C:22]2[CH:27]=[CH:26][C:25]([O:28][CH3:29])=[C:24]([O:30][CH3:31])[CH:23]=2)[OH:21])=[CH:16][C:15]=1[N+:32]([O-:34])=[O:33]. Given the product [CH3:12][O:13][C:14]1[CH:19]=[CH:18][C:17]([C:20]([C:22]2[CH:27]=[CH:26][C:25]([O:28][CH3:29])=[C:24]([O:30][CH3:31])[CH:23]=2)=[O:21])=[CH:16][C:15]=1[N+:32]([O-:34])=[O:33], predict the reactants needed to synthesize it. (5) The reactants are: [CH3:1][O:2][C:3](=[O:13])[CH2:4][C:5]1[CH:10]=[CH:9][CH:8]=[C:7]([O:11][CH3:12])[CH:6]=1.[Br:14]N1C(=O)CCC1=O. Given the product [CH3:1][O:2][C:3](=[O:13])[CH:4]([Br:14])[C:5]1[CH:10]=[CH:9][CH:8]=[C:7]([O:11][CH3:12])[CH:6]=1, predict the reactants needed to synthesize it. (6) Given the product [Cl:1][C:2]1[CH:7]=[CH:6][C:5]([CH2:8][CH2:9][C:10]([Cl:15])=[O:12])=[CH:4][CH:3]=1, predict the reactants needed to synthesize it. The reactants are: [Cl:1][C:2]1[CH:7]=[CH:6][C:5]([CH2:8][CH2:9][C:10]([OH:12])=O)=[CH:4][CH:3]=1.S(Cl)([Cl:15])=O. (7) Given the product [CH3:8][C:2]1[C:3](=[O:9])[CH:4]=[CH:5][C:6](=[O:7])[CH:1]=1, predict the reactants needed to synthesize it. The reactants are: [CH:1]1[C:6]([OH:7])=[CH:5][CH:4]=[CH:3][C:2]=1[CH3:8].[OH:9]O.